Dataset: Forward reaction prediction with 1.9M reactions from USPTO patents (1976-2016). Task: Predict the product of the given reaction. (1) Given the reactants [CH2:1]([C@@H:8]1[NH:13][CH2:12][CH2:11][N:10]([C:14]2[CH:19]=[CH:18][C:17]([O:20][CH3:21])=[C:16]([O:22][CH:23]3[CH2:27][CH2:26][CH2:25][CH2:24]3)[CH:15]=2)[CH2:9]1)[C:2]1[CH:7]=[CH:6][CH:5]=[CH:4][CH:3]=1.[O:28]=[C:29]1[NH:33][CH:32]([C:34](O)=[O:35])[CH2:31][NH:30]1.C(N(C(C)C)CC)(C)C.C1CN([P+](ON2N=NC3C=CC=CC2=3)(N2CCCC2)N2CCCC2)CC1.F[P-](F)(F)(F)(F)F, predict the reaction product. The product is: [CH2:1]([C@H:8]1[CH2:9][N:10]([C:14]2[CH:19]=[CH:18][C:17]([O:20][CH3:21])=[C:16]([O:22][CH:23]3[CH2:27][CH2:26][CH2:25][CH2:24]3)[CH:15]=2)[CH2:11][CH2:12][N:13]1[C:34]([CH:32]1[CH2:31][NH:30][C:29](=[O:28])[NH:33]1)=[O:35])[C:2]1[CH:3]=[CH:4][CH:5]=[CH:6][CH:7]=1. (2) Given the reactants [CH2:1]([OH:19])[CH2:2][CH2:3][CH2:4][CH2:5][CH2:6][CH2:7][CH2:8][CH2:9][CH2:10][CH2:11][CH2:12][CH2:13][CH2:14][CH2:15][CH2:16]CC.[C:20](OCC)(=[O:24])[CH:21]([CH3:23])[OH:22], predict the reaction product. The product is: [C:20]([O:19][CH2:1][CH2:2][CH2:3][CH2:4][CH2:5][CH2:6][CH2:7][CH2:8][CH2:9][CH2:10][CH2:11][CH2:12][CH2:13][CH2:14][CH2:15][CH3:16])(=[O:24])[CH:21]([CH3:23])[OH:22]. (3) The product is: [Br:31][C:21]1[CH:20]=[CH:19][C:18]2[N:17]([CH2:16][CH:15]3[O:32][C:2](=[O:4])[NH:13][CH2:14]3)[C:29]3[C:24]([C:23]=2[CH:22]=1)=[CH:25][C:26]([Br:30])=[CH:27][CH:28]=3. Given the reactants Cl[C:2](Cl)([O:4]C(=O)OC(Cl)(Cl)Cl)Cl.[NH2:13][CH2:14][CH:15]([OH:32])[CH2:16][N:17]1[C:29]2[CH:28]=[CH:27][C:26]([Br:30])=[CH:25][C:24]=2[C:23]2[C:18]1=[CH:19][CH:20]=[C:21]([Br:31])[CH:22]=2.CCN(CC)CC.C(Cl)Cl.CCOC(C)=O, predict the reaction product. (4) The product is: [ClH:25].[F:28][C:29]1[CH:30]=[C:31]([CH:43]=[C:44]([F:46])[CH:45]=1)[CH2:32][C:33]1[CH:34]=[C:35]2[C:39](=[CH:40][CH:41]=1)[NH:38][N:37]=[C:36]2[NH:42][C:19]([C:17]1[CH:16]=[N:15][N:14]([CH:11]2[CH2:10][CH2:9][NH:8][CH2:13][CH2:12]2)[CH:18]=1)=[O:21]. Given the reactants C(OC([N:8]1[CH2:13][CH2:12][CH:11]([N:14]2[CH:18]=[C:17]([C:19]([OH:21])=O)[CH:16]=[N:15]2)[CH2:10][CH2:9]1)=O)(C)(C)C.C(Cl)(=O)C([Cl:25])=O.[F:28][C:29]1[CH:30]=[C:31]([CH:43]=[C:44]([F:46])[CH:45]=1)[CH2:32][C:33]1[CH:34]=[C:35]2[C:39](=[CH:40][CH:41]=1)[NH:38][N:37]=[C:36]2[NH2:42].Cl, predict the reaction product. (5) Given the reactants [C:1]([O:5][C:6](=[O:30])[CH2:7][O:8][C:9]1[CH:14]=[CH:13][C:12]([Cl:15])=[CH:11][C:10]=1[C:16]#[C:17][C:18]1[CH:23]=[CH:22][CH:21]=[C:20](S(CCC)(=O)=O)[CH:19]=1)([CH3:4])([CH3:3])[CH3:2].C(OC(=O)COC1C=CC(Cl)=CC=1C#C)(C)(C)C.BrC1C=CC([C:54]([N:56]2[CH2:61][CH2:60][O:59][CH2:58][CH2:57]2)=[O:55])=CC=1, predict the reaction product. The product is: [C:1]([O:5][C:6](=[O:30])[CH2:7][O:8][C:9]1[CH:14]=[CH:13][C:12]([Cl:15])=[CH:11][C:10]=1[C:16]#[C:17][C:18]1[CH:23]=[CH:22][C:21]([C:54]([N:56]2[CH2:61][CH2:60][O:59][CH2:58][CH2:57]2)=[O:55])=[CH:20][CH:19]=1)([CH3:3])([CH3:4])[CH3:2]. (6) The product is: [Cl:10][C:5]1[C:4]([CH2:3][OH:2])=[CH:9][CH:8]=[CH:7][N:6]=1. Given the reactants C[O:2][C:3](=O)[C:4]1[CH:9]=[CH:8][CH:7]=[N:6][C:5]=1[Cl:10].[H-].C([Al+]C(C)C)(C)C.[C@H](O)(C([O-])=O)[C@@H](O)C([O-])=O.[Na+].[K+].C(OCC)(=O)C, predict the reaction product.